This data is from Reaction yield outcomes from USPTO patents with 853,638 reactions. The task is: Predict the reaction yield, written as a fraction of the theoretical maximum amount of product (1.0 means a 100% yield; for example, 0.34 means a 34% yield). (1) The reactants are Br[C:2]1[N:7]=[C:6]([CH:8]=[O:9])[CH:5]=[CH:4][C:3]=1[O:10][CH2:11][CH2:12][O:13][Si:14]([C:17]([CH3:20])([CH3:19])[CH3:18])([CH3:16])[CH3:15].[CH3:21][S:22]([C:25]1[CH:30]=[CH:29][CH:28]=[CH:27][C:26]=1B(O)O)(=[O:24])=[O:23].C([O-])([O-])=O.[Na+].[Na+]. The catalyst is C1(C)C=CC=CC=1.C(O)C.[Cl-].[Na+].O.C1C=CC([P]([Pd]([P](C2C=CC=CC=2)(C2C=CC=CC=2)C2C=CC=CC=2)([P](C2C=CC=CC=2)(C2C=CC=CC=2)C2C=CC=CC=2)[P](C2C=CC=CC=2)(C2C=CC=CC=2)C2C=CC=CC=2)(C2C=CC=CC=2)C2C=CC=CC=2)=CC=1. The product is [C:17]([Si:14]([CH3:16])([CH3:15])[O:13][CH2:12][CH2:11][O:10][C:3]1[CH:4]=[CH:5][C:6]([CH:8]=[O:9])=[N:7][C:2]=1[C:26]1[CH:27]=[CH:28][CH:29]=[CH:30][C:25]=1[S:22]([CH3:21])(=[O:24])=[O:23])([CH3:20])([CH3:19])[CH3:18]. The yield is 0.710. (2) The reactants are NN.CC([CH2:7][N:8]([CH2:12][CH2:13][CH:14]([N:21]1C(=O)C2C(=CC=CC=2)C1=O)[C:15]1[CH:20]=[CH:19][CH:18]=[CH:17][CH:16]=1)[C:9](=[O:11])[O-:10])(C)C. The catalyst is C1COCC1.CO. The product is [NH2:21][CH:14]([C:15]1[CH:16]=[CH:17][CH:18]=[CH:19][CH:20]=1)[CH2:13][CH2:12][N:8]([CH3:7])[C:9](=[O:11])[O:10][C:15]([CH3:20])([CH3:16])[CH3:14]. The yield is 0.770. (3) The reactants are [O:1]=[C:2]1[CH2:7][CH2:6][CH:5]([NH:8][C:9]([C@@H:11]2[CH2:15][CH2:14][CH2:13][N:12]2[C:16]([O:18][C:19]([CH3:22])([CH3:21])[CH3:20])=[O:17])=[O:10])[CH2:4][CH2:3]1.[Li+].C[Si]([N-][Si](C)(C)C)(C)C.[F:33][C:34]([F:53])([F:52])[S:35](N(C1C=CC=CC=1)[S:35]([C:34]([F:53])([F:52])[F:33])(=[O:37])=[O:36])(=[O:37])=[O:36]. The catalyst is ClCCl. The product is [F:33][C:34]([F:53])([F:52])[S:35]([O:1][C:2]1[CH2:7][CH2:6][CH:5]([NH:8][C:9]([C@@H:11]2[CH2:15][CH2:14][CH2:13][N:12]2[C:16]([O:18][C:19]([CH3:22])([CH3:21])[CH3:20])=[O:17])=[O:10])[CH2:4][CH:3]=1)(=[O:37])=[O:36]. The yield is 0.590. (4) The reactants are [OH-].[Na+].[C:3]([NH:11][C:12]1[CH:31]=[CH:30][CH:29]=[CH:28][C:13]=1[C:14]([NH:16][C:17]1[CH:27]=[CH:26][CH:25]=[CH:24][C:18]=1[C:19]([O:21]CC)=[O:20])=[O:15])(=[O:10])[C:4]1[CH:9]=[CH:8][CH:7]=[CH:6][CH:5]=1. The catalyst is N1C=CC=CC=1.C(Cl)Cl. The product is [C:3]([NH:11][C:12]1[CH:31]=[CH:30][CH:29]=[CH:28][C:13]=1[C:14]([NH:16][C:17]1[CH:27]=[CH:26][CH:25]=[CH:24][C:18]=1[C:19]([OH:21])=[O:20])=[O:15])(=[O:10])[C:4]1[CH:5]=[CH:6][CH:7]=[CH:8][CH:9]=1. The yield is 0.700. (5) The reactants are [F:1][C:2]1[CH:9]=[CH:8][C:7]([F:10])=[CH:6][C:3]=1[CH:4]=[O:5].[CH3:11]Br.[Mg]. The catalyst is O1CCCC1. The product is [F:1][C:2]1[CH:9]=[CH:8][C:7]([F:10])=[CH:6][C:3]=1[C:4](=[O:5])[CH3:11]. The yield is 0.840. (6) The reactants are [F:1][C:2]1[CH:10]=[CH:9][CH:8]=[C:7]2[C:3]=1[CH:4]=[CH:5][N:6]2[S:11]([C:14]1[CH:19]=[CH:18][C:17]([O:20][CH3:21])=[C:16]([N:22]2[CH2:27][CH2:26][NH:25][CH2:24][CH2:23]2)[CH:15]=1)(=[O:13])=[O:12].[C:28]([BH3-])#N.[Na+].C=O. The catalyst is CO. The product is [F:1][C:2]1[CH:10]=[CH:9][CH:8]=[C:7]2[C:3]=1[CH:4]=[CH:5][N:6]2[S:11]([C:14]1[CH:19]=[CH:18][C:17]([O:20][CH3:21])=[C:16]([N:22]2[CH2:27][CH2:26][N:25]([CH3:28])[CH2:24][CH2:23]2)[CH:15]=1)(=[O:13])=[O:12]. The yield is 0.720.